From a dataset of Full USPTO retrosynthesis dataset with 1.9M reactions from patents (1976-2016). Predict the reactants needed to synthesize the given product. (1) The reactants are: [F:1][C:2]1[CH:7]=[CH:6][C:5]([C:8]2[C:13]([C:14]3[CH:15]=[C:16]4[C:20](=[CH:21][CH:22]=3)[N:19]([C:23]([N:25]3[C:33]5C(=C[C:30]([C:34]6[C:35](C7C=CC(F)=C(C)C=7)=[N:36]C=CC=6)=[CH:31][CH:32]=5)C=N3)=[O:24])[N:18]=[CH:17]4)=[CH:12][CH:11]=[CH:10][N:9]=2)=[CH:4][C:3]=1[CH3:48].[ClH:49]. Given the product [ClH:49].[NH2:36][C@@H:35]1[CH2:34][CH2:30][CH2:31][CH2:32][C@H:33]1[NH:25][C:23]([N:19]1[C:20]2[C:16](=[CH:15][C:14]([C:13]3[C:8]([C:5]4[CH:6]=[CH:7][C:2]([F:1])=[C:3]([CH3:48])[CH:4]=4)=[N:9][CH:10]=[CH:11][CH:12]=3)=[CH:22][CH:21]=2)[CH:17]=[N:18]1)=[O:24], predict the reactants needed to synthesize it. (2) Given the product [CH2:22]([C:24]1[CH:29]=[CH:28][C:27]([N:30]2[C:5]([C:7]3[CH:17]=[CH:16][C:10]4[O:11][CH2:12][C:13](=[O:15])[NH:14][C:9]=4[CH:8]=3)=[CH:4][C:3]([C:2]([F:20])([F:19])[F:1])=[N:31]2)=[CH:26][CH:25]=1)[CH3:23], predict the reactants needed to synthesize it. The reactants are: [F:1][C:2]([F:20])([F:19])[C:3](O)=[CH:4][C:5]([C:7]1[CH:17]=[CH:16][C:10]2[O:11][CH2:12][C:13](=[O:15])[NH:14][C:9]=2[CH:8]=1)=O.Cl.[CH2:22]([C:24]1[CH:29]=[CH:28][C:27]([NH:30][NH2:31])=[CH:26][CH:25]=1)[CH3:23]. (3) Given the product [O:21]=[C:20]1[C:4]2[C:5]3[C:6](=[C:7]([C:11]4[CH:12]=[CH:13][CH:14]=[CH:15][CH:16]=4)[NH:8][C:9]=3[CH:10]=[C:2]([NH:1][C:30](=[O:31])[CH2:29][O:22][C:23]3[CH:28]=[CH:27][CH:26]=[CH:25][CH:24]=3)[CH:3]=2)[CH:17]=[N:18][NH:19]1, predict the reactants needed to synthesize it. The reactants are: [NH2:1][C:2]1[CH:3]=[C:4]2[C:20](=[O:21])[NH:19][N:18]=[CH:17][C:6]3=[C:7]([C:11]4[CH:16]=[CH:15][CH:14]=[CH:13][CH:12]=4)[NH:8][C:9]([CH:10]=1)=[C:5]23.[O:22]([CH2:29][C:30](O)=[O:31])[C:23]1[CH:28]=[CH:27][CH:26]=[CH:25][CH:24]=1.C(N(CC)CC)C.F[P-](F)(F)(F)(F)F.N1(OC(N(C)C)=[N+](C)C)C2N=CC=CC=2N=N1. (4) Given the product [O:15]=[C:10]1[CH2:11][CH2:12][C:13](=[O:14])[N:9]1[O:6][C:1](=[O:7])[CH2:2][CH2:3][C:4]#[CH:5], predict the reactants needed to synthesize it. The reactants are: [C:1]([OH:7])(=[O:6])[CH2:2][CH2:3][C:4]#[CH:5].O[N:9]1[C:13](=[O:14])[CH2:12][CH2:11][C:10]1=[O:15].C1CCC(N=C=NC2CCCCC2)CC1.C(O)(=O)C. (5) Given the product [CH3:34][O:35][CH2:36][CH2:37][N:38]([CH2:39][CH2:40][O:41][CH3:42])[C:1](=[NH:2])[C:3]1[CH:8]=[CH:7][CH:6]=[C:5]([NH:9][C:10]([NH:11][C:12]2[CH:17]=[CH:16][C:15]([S:18](=[O:20])(=[O:19])[NH:21][CH2:22][C:23]3[CH:28]=[CH:27][C:26]([S:29](=[O:32])(=[O:31])[NH2:30])=[CH:25][CH:24]=3)=[CH:14][CH:13]=2)=[O:33])[CH:4]=1, predict the reactants needed to synthesize it. The reactants are: [C:1]([C:3]1[CH:4]=[C:5]([NH:9][C:10](=[O:33])[NH:11][C:12]2[CH:17]=[CH:16][C:15]([S:18]([NH:21][CH2:22][C:23]3[CH:28]=[CH:27][C:26]([S:29](=[O:32])(=[O:31])[NH2:30])=[CH:25][CH:24]=3)(=[O:20])=[O:19])=[CH:14][CH:13]=2)[CH:6]=[CH:7][CH:8]=1)#[N:2].[CH3:34][O:35][CH2:36][CH2:37][NH:38][CH2:39][CH2:40][O:41][CH3:42]. (6) Given the product [C:11]1([C:14]2[CH:19]=[CH:18][CH:17]=[CH:16][CH:15]=2)[CH:10]=[CH:9][C:8]([NH:7][C:5](=[O:6])[C:4]2[CH:20]=[CH:21][C:22]([O:23][CH3:24])=[C:2]([NH:1][C:33](=[O:34])[CH:32]([N:26]3[CH2:27][CH2:28][O:29][CH2:30][CH2:31]3)[CH2:36][CH3:37])[CH:3]=2)=[CH:13][CH:12]=1, predict the reactants needed to synthesize it. The reactants are: [NH2:1][C:2]1[CH:3]=[C:4]([CH:20]=[CH:21][C:22]=1[O:23][CH3:24])[C:5]([NH:7][C:8]1[CH:13]=[CH:12][C:11]([C:14]2[CH:19]=[CH:18][CH:17]=[CH:16][CH:15]=2)=[CH:10][CH:9]=1)=[O:6].Cl.[N:26]1([CH:32]([CH2:36][CH3:37])[C:33](O)=[O:34])[CH2:31][CH2:30][O:29][CH2:28][CH2:27]1.F[P-](F)(F)(F)(F)F.N1(O[P+](N2CCCC2)(N2CCCC2)N2CCCC2)C2C=CC=CC=2N=N1.C(N(C(C)C)CC)(C)C.